From a dataset of Forward reaction prediction with 1.9M reactions from USPTO patents (1976-2016). Predict the product of the given reaction. (1) Given the reactants [H-].[Na+].[CH2:3]([O:5][C:6](=[O:11])[CH2:7][C:8]([CH3:10])=O)[CH3:4].[Cl:12][C:13]1[N:18]=C(Cl)C=[C:15]([CH2:20][O:21][CH2:22][C:23]([F:26])([F:25])[F:24])[N:14]=1.[Cl-].[NH4+], predict the reaction product. The product is: [Cl:12][C:13]1[N:18]=[C:8]([CH2:7][C:6]([O:5][CH2:3][CH3:4])=[O:11])[CH:10]=[C:15]([CH2:20][O:21][CH2:22][C:23]([F:24])([F:26])[F:25])[N:14]=1. (2) Given the reactants [Cl:1][C:2]1[N:7]=[C:6](Cl)[CH:5]=[C:4]([C:9]2[CH:14]=[CH:13][C:12]([F:15])=[CH:11][CH:10]=2)[N:3]=1.C([O-])(O)=O.[Na+].[CH2:21]([O:23][C:24](=[O:38])[C:25]1[CH:30]=[C:29]([Cl:31])[C:28]([N:32]2[CH2:37][CH2:36][NH:35][CH2:34][CH2:33]2)=[N:27][CH:26]=1)[CH3:22], predict the reaction product. The product is: [CH2:21]([O:23][C:24](=[O:38])[C:25]1[CH:30]=[C:29]([Cl:31])[C:28]([N:32]2[CH2:37][CH2:36][N:35]([C:6]3[CH:5]=[C:4]([C:9]4[CH:14]=[CH:13][C:12]([F:15])=[CH:11][CH:10]=4)[N:3]=[C:2]([Cl:1])[N:7]=3)[CH2:34][CH2:33]2)=[N:27][CH:26]=1)[CH3:22]. (3) Given the reactants [CH2:1]([O:3][C:4](=[O:37])[N:5]([CH:12]([C:20]1[CH:25]=[CH:24][C:23]([O:26]CC2C=CC=CC=2)=[C:22]([O:34][CH2:35]C)[CH:21]=1)[CH2:13][C:14]1[CH:19]=[CH:18][CH:17]=[CH:16][CH:15]=1)CC(OC)OC)[CH3:2].[C:38](OCC)(=[O:40])C.CCCCCC, predict the reaction product. The product is: [CH2:1]([O:3][C:4](=[O:37])[NH:5][CH:12]([C:20]1[CH:25]=[CH:24][C:23]([OH:26])=[C:22]([O:34][CH3:35])[CH:21]=1)[CH2:13][C:14]1[CH:15]=[CH:16][CH:17]=[C:18]([O:40][CH3:38])[CH:19]=1)[CH3:2]. (4) Given the reactants C([O:3][C:4](=[O:20])[C@@H:5]([O:18][CH3:19])[CH2:6][C:7]1[CH:12]=[CH:11][C:10]([CH2:13][CH2:14][CH2:15][CH2:16][OH:17])=[CH:9][CH:8]=1)C.[C:21]1([C:27]2[CH:32]=[CH:31][C:30](O)=[CH:29][CH:28]=2)[CH:26]=[CH:25][CH:24]=[CH:23][CH:22]=1, predict the reaction product. The product is: [C:21]1([C:27]2[CH:28]=[CH:29][CH:30]=[CH:31][CH:32]=2)[CH:26]=[CH:25][C:24]([O:17][CH2:16][CH2:15][CH2:14][CH2:13][C:10]2[CH:9]=[CH:8][C:7]([CH2:6][C@H:5]([O:18][CH3:19])[C:4]([OH:3])=[O:20])=[CH:12][CH:11]=2)=[CH:23][CH:22]=1.